Dataset: Forward reaction prediction with 1.9M reactions from USPTO patents (1976-2016). Task: Predict the product of the given reaction. (1) Given the reactants [Cl:1][C:2]1[S:3][C:4]([CH2:7][O:8][N:9]2C(=O)C3C(=CC=CC=3)C2=O)=[CH:5][N:6]=1.O.NN, predict the reaction product. The product is: [Cl:1][C:2]1[S:3][C:4]([CH2:7][O:8][NH2:9])=[CH:5][N:6]=1. (2) Given the reactants [Cl:1][C:2]1[CH:27]=[CH:26][CH:25]=[CH:24][C:3]=1[C:4]([NH:6][C:7](=[O:23])[NH:8][C:9]1[S:10][C:11]2[CH:17]=[C:16]([S:18]([CH:21]=[CH2:22])(=[O:20])=[O:19])[CH:15]=[CH:14][C:12]=2[N:13]=1)=[O:5].[OH:28][CH:29]1[CH2:33][CH2:32][NH:31][CH2:30]1, predict the reaction product. The product is: [Cl:1][C:2]1[CH:27]=[CH:26][CH:25]=[CH:24][C:3]=1[C:4]([NH:6][C:7](=[O:23])[NH:8][C:9]1[S:10][C:11]2[CH:17]=[C:16]([S:18]([CH2:21][CH2:22][N:31]3[CH2:32][CH2:33][CH:29]([OH:28])[CH2:30]3)(=[O:20])=[O:19])[CH:15]=[CH:14][C:12]=2[N:13]=1)=[O:5]. (3) The product is: [CH3:1][O:2][C:3]1[C:4]([NH:14][C:15]([N:30]2[CH2:29][CH2:28][N:27]([C:22]3[CH:23]=[CH:24][CH:25]=[CH:26][C:21]=3[Cl:20])[CH2:32][CH2:31]2)=[O:19])=[N:5][C:6]2[C:11]([N:12]=1)=[CH:10][C:9]([CH3:13])=[CH:8][CH:7]=2. Given the reactants [CH3:1][O:2][C:3]1[C:4]([NH:14][C:15](=[O:19])OCC)=[N:5][C:6]2[C:11]([N:12]=1)=[CH:10][C:9]([CH3:13])=[CH:8][CH:7]=2.[Cl:20][C:21]1[CH:26]=[CH:25][CH:24]=[CH:23][C:22]=1[N:27]1[CH2:32][CH2:31][NH:30][CH2:29][CH2:28]1, predict the reaction product. (4) Given the reactants Cl[C:2]1[N:7]=[C:6]([NH:8][C@@H:9]2[CH2:14][CH2:13][CH2:12][C@H:11]([OH:15])[CH2:10]2)[C:5]([C:16]#[N:17])=[CH:4][N:3]=1.[OH-].[NH4+].C(O)(C(F)(F)F)=O.C(=O)(O)[O-], predict the reaction product. The product is: [NH2:17][CH2:16][C:5]1[C:6]([NH:8][C@@H:9]2[CH2:14][CH2:13][CH2:12][C@H:11]([OH:15])[CH2:10]2)=[N:7][CH:2]=[N:3][CH:4]=1.